From a dataset of Reaction yield outcomes from USPTO patents with 853,638 reactions. Predict the reaction yield, written as a fraction of the theoretical maximum amount of product (1.0 means a 100% yield; for example, 0.34 means a 34% yield). (1) The reactants are C1C=CC2N(O)N=NC=2C=1.C(Cl)CCl.[Cl:15][C:16]1[CH:21]=[CH:20][C:19]([C:22]2[N:23]=[C:24]([C:27]([OH:29])=O)[S:25][CH:26]=2)=[CH:18][CH:17]=1.Cl.[CH3:31][NH:32][O:33][CH3:34].C(N(CC)CC)C. The catalyst is CN(C=O)C. The product is [Cl:15][C:16]1[CH:21]=[CH:20][C:19]([C:22]2[N:23]=[C:24]([C:27]([N:32]([O:33][CH3:34])[CH3:31])=[O:29])[S:25][CH:26]=2)=[CH:18][CH:17]=1. The yield is 0.760. (2) The product is [F:16][C:2]([F:1])([F:15])[C:3]1[CH:4]=[CH:5][C:6]([N:9]2[CH2:14][CH2:13][N:12]([CH2:18][CH2:19][N:20]3[C:24](=[O:25])[C:23]4=[CH:26][CH:27]=[CH:28][CH:29]=[C:22]4[C:21]3=[O:30])[CH2:11][CH2:10]2)=[CH:7][CH:8]=1. The reactants are [F:1][C:2]([F:16])([F:15])[C:3]1[CH:8]=[CH:7][C:6]([N:9]2[CH2:14][CH2:13][NH:12][CH2:11][CH2:10]2)=[CH:5][CH:4]=1.Br[CH2:18][CH2:19][N:20]1[C:24](=[O:25])[C:23]2=[CH:26][CH:27]=[CH:28][CH:29]=[C:22]2[C:21]1=[O:30].C(=O)([O-])[O-].[K+].[K+].O. The yield is 0.530. The catalyst is CN(C=O)C. (3) The reactants are [CH3:1][O:2][C:3](=[O:16])[CH2:4][C:5]1[CH:9]=[CH:8][S:7][C:6]=1[C:10]1[CH:15]=[CH:14][CH:13]=[CH:12][CH:11]=1.[Cl:17][C:18]1[CH:26]=[CH:25][C:21]([C:22](Cl)=[O:23])=[CH:20][CH:19]=1.[Al+3].[Cl-].[Cl-].[Cl-]. The catalyst is C(Cl)Cl. The product is [CH3:1][O:2][C:3](=[O:16])[CH2:4][C:5]1[CH:9]=[C:8]([C:22](=[O:23])[C:21]2[CH:25]=[CH:26][C:18]([Cl:17])=[CH:19][CH:20]=2)[S:7][C:6]=1[C:10]1[CH:11]=[CH:12][CH:13]=[CH:14][CH:15]=1. The yield is 0.500. (4) The reactants are [Br:1][C:2]1[CH:10]=[C:9]2[C:5]([CH:6]=[C:7]([C:11]([O:13][CH2:14][CH3:15])=[O:12])[NH:8]2)=[CH:4][CH:3]=1.[H-].[Na+].Cl[CH2:19][C:20]#[N:21].O. The catalyst is CN(C=O)C. The product is [Br:1][C:2]1[CH:10]=[C:9]2[C:5]([CH:6]=[C:7]([C:11]([O:13][CH2:14][CH3:15])=[O:12])[N:8]2[CH2:19][C:20]#[N:21])=[CH:4][CH:3]=1. The yield is 0.950. (5) The reactants are [F-].[K+].I[C:4]1[N:11]=[CH:10][CH:9]=[CH:8][C:5]=1[C:6]#[N:7].CN(C)C=O.[F:17][C:18]([Si](C)(C)C)([F:20])[F:19]. The catalyst is O1CCCC1.[Cu]I.O.CN1CCCC1=O. The product is [F:17][C:18]([F:20])([F:19])[C:4]1[N:11]=[CH:10][CH:9]=[CH:8][C:5]=1[C:6]#[N:7]. The yield is 0.770.